From a dataset of NCI-60 drug combinations with 297,098 pairs across 59 cell lines. Regression. Given two drug SMILES strings and cell line genomic features, predict the synergy score measuring deviation from expected non-interaction effect. (1) Drug 1: C(CCl)NC(=O)N(CCCl)N=O. Drug 2: CC1C(C(CC(O1)OC2CC(CC3=C2C(=C4C(=C3O)C(=O)C5=CC=CC=C5C4=O)O)(C(=O)C)O)N)O. Cell line: K-562. Synergy scores: CSS=44.2, Synergy_ZIP=-4.02, Synergy_Bliss=-0.775, Synergy_Loewe=1.27, Synergy_HSA=2.45. (2) Drug 1: C1CCN(CC1)CCOC2=CC=C(C=C2)C(=O)C3=C(SC4=C3C=CC(=C4)O)C5=CC=C(C=C5)O. Drug 2: CCC1(CC2CC(C3=C(CCN(C2)C1)C4=CC=CC=C4N3)(C5=C(C=C6C(=C5)C78CCN9C7C(C=CC9)(C(C(C8N6C)(C(=O)OC)O)OC(=O)C)CC)OC)C(=O)OC)O.OS(=O)(=O)O. Cell line: SW-620. Synergy scores: CSS=46.7, Synergy_ZIP=13.7, Synergy_Bliss=14.5, Synergy_Loewe=-25.7, Synergy_HSA=11.7. (3) Drug 1: C1CCC(CC1)NC(=O)N(CCCl)N=O. Drug 2: CC1=C2C(C(=O)C3(C(CC4C(C3C(C(C2(C)C)(CC1OC(=O)C(C(C5=CC=CC=C5)NC(=O)C6=CC=CC=C6)O)O)OC(=O)C7=CC=CC=C7)(CO4)OC(=O)C)O)C)OC(=O)C. Cell line: UO-31. Synergy scores: CSS=10.1, Synergy_ZIP=-5.01, Synergy_Bliss=-4.34, Synergy_Loewe=-1.36, Synergy_HSA=-1.11. (4) Drug 1: CS(=O)(=O)CCNCC1=CC=C(O1)C2=CC3=C(C=C2)N=CN=C3NC4=CC(=C(C=C4)OCC5=CC(=CC=C5)F)Cl. Drug 2: CNC(=O)C1=NC=CC(=C1)OC2=CC=C(C=C2)NC(=O)NC3=CC(=C(C=C3)Cl)C(F)(F)F. Cell line: LOX IMVI. Synergy scores: CSS=-3.46, Synergy_ZIP=0.705, Synergy_Bliss=-2.16, Synergy_Loewe=-7.00, Synergy_HSA=-6.70. (5) Drug 1: C1=CC(=CC=C1CCC2=CNC3=C2C(=O)NC(=N3)N)C(=O)NC(CCC(=O)O)C(=O)O. Drug 2: CN(CC1=CN=C2C(=N1)C(=NC(=N2)N)N)C3=CC=C(C=C3)C(=O)NC(CCC(=O)O)C(=O)O. Cell line: NCI-H460. Synergy scores: CSS=53.8, Synergy_ZIP=-9.31, Synergy_Bliss=-9.52, Synergy_Loewe=-1.90, Synergy_HSA=-0.311. (6) Drug 1: C1CCN(CC1)CCOC2=CC=C(C=C2)C(=O)C3=C(SC4=C3C=CC(=C4)O)C5=CC=C(C=C5)O. Drug 2: CNC(=O)C1=CC=CC=C1SC2=CC3=C(C=C2)C(=NN3)C=CC4=CC=CC=N4. Cell line: HOP-92. Synergy scores: CSS=4.57, Synergy_ZIP=3.58, Synergy_Bliss=6.68, Synergy_Loewe=4.60, Synergy_HSA=4.15. (7) Drug 1: C1=CC=C(C=C1)NC(=O)CCCCCCC(=O)NO. Drug 2: N.N.Cl[Pt+2]Cl. Cell line: NCI-H322M. Synergy scores: CSS=9.78, Synergy_ZIP=-0.675, Synergy_Bliss=2.16, Synergy_Loewe=0.0669, Synergy_HSA=0.647. (8) Drug 1: C1CC(=O)NC(=O)C1N2CC3=C(C2=O)C=CC=C3N. Drug 2: CC1=C(C(CCC1)(C)C)C=CC(=CC=CC(=CC(=O)O)C)C. Cell line: MOLT-4. Synergy scores: CSS=-2.00, Synergy_ZIP=0.699, Synergy_Bliss=-2.06, Synergy_Loewe=-11.3, Synergy_HSA=-5.93. (9) Drug 1: C1=NC2=C(N1)C(=S)N=C(N2)N. Drug 2: C1=CC=C(C=C1)NC(=O)CCCCCCC(=O)NO. Cell line: 786-0. Synergy scores: CSS=34.1, Synergy_ZIP=-10.3, Synergy_Bliss=-4.56, Synergy_Loewe=-3.48, Synergy_HSA=-1.95.